Dataset: Full USPTO retrosynthesis dataset with 1.9M reactions from patents (1976-2016). Task: Predict the reactants needed to synthesize the given product. (1) Given the product [F:27][C:28]([F:39])([F:38])[O:29][C:30]1[CH:31]=[C:32]([CH:35]=[CH:36][CH:37]=1)[CH2:33][C:21]1[CH:22]=[CH:23][CH:24]=[CH:25][C:20]=1[OH:19], predict the reactants needed to synthesize it. The reactants are: CCCCCC.C([Li])CCC.C([O:19][C:20]1[CH:25]=[CH:24][CH:23]=[CH:22][C:21]=1Br)C1C=CC=CC=1.[F:27][C:28]([F:39])([F:38])[O:29][C:30]1[CH:31]=[C:32]([CH:35]=[CH:36][CH:37]=1)[CH:33]=O.Cl.C(=O)([O-])[O-].[K+].[K+]. (2) Given the product [Cl:1][C:2]1[CH:10]=[C:9]2[C:5]([C:6]([CH:19]=[O:22])=[CH:7][NH:8]2)=[CH:4][C:3]=1[C:26]1[CH:27]=[CH:28][C:29]([CH:32]2[CH2:36][CH2:35][CH2:34][N:33]2[S:37]([CH3:40])(=[O:38])=[O:39])=[CH:30][CH:31]=1, predict the reactants needed to synthesize it. The reactants are: [Cl:1][C:2]1[CH:10]=[C:9]2[C:5]([CH:6]=[CH:7][NH:8]2)=[CH:4][C:3]=1B1OCC(C)(C)CO1.[C:19](=[O:22])([O-])[O-].[K+].[K+].Br[C:26]1[CH:31]=[CH:30][C:29]([CH:32]2[CH2:36][CH2:35][CH2:34][N:33]2[S:37]([CH3:40])(=[O:39])=[O:38])=[CH:28][CH:27]=1. (3) Given the product [CH3:9][C:10]1[S:14][C:13]([C:15]2[CH:23]=[CH:22][C:18]([C:19]([NH:6][CH2:5][CH2:4][C:3]([F:8])([F:7])[F:2])=[O:20])=[CH:17][CH:16]=2)=[N:12][N:11]=1, predict the reactants needed to synthesize it. The reactants are: Cl.[F:2][C:3]([F:8])([F:7])[CH2:4][CH2:5][NH2:6].[CH3:9][C:10]1[S:14][C:13]([C:15]2[CH:23]=[CH:22][C:18]([C:19](O)=[O:20])=[CH:17][CH:16]=2)=[N:12][N:11]=1.C(P1(=O)OP(CCC)(=O)OP(CCC)(=O)O1)CC.CCN(C(C)C)C(C)C. (4) Given the product [N:31]1([CH2:38][CH2:39][C:40]2[CH:48]=[CH:47][C:43]([CH2:44][CH2:2][CH2:1][NH:3][C:4]3[C:5]([CH:13]4[CH2:22][CH2:21][C:20]5[CH:19]=[C:18]([OH:23])[CH:17]=[CH:16][C:15]=5[CH2:14]4)=[CH:6][C:7]4[O:11][CH2:10][O:9][C:8]=4[CH:12]=3)=[CH:42][CH:41]=2)[CH2:37][CH2:36][CH2:35][CH2:34][CH2:33][CH2:32]1, predict the reactants needed to synthesize it. The reactants are: [CH2:1]([NH:3][C:4]1[C:5]([CH:13]2[CH2:22][CH2:21][C:20]3[CH:19]=[C:18]([O:23]C(=O)C(C)(C)C)[CH:17]=[CH:16][C:15]=3[CH2:14]2)=[CH:6][C:7]2[O:11][CH2:10][O:9][C:8]=2[CH:12]=1)[CH3:2].Cl.[N:31]1([CH2:38][CH2:39][C:40]2[CH:48]=[CH:47][C:43]([C:44](O)=O)=[CH:42][CH:41]=2)[CH2:37][CH2:36][CH2:35][CH2:34][CH2:33][CH2:32]1.